Dataset: Reaction yield outcomes from USPTO patents with 853,638 reactions. Task: Predict the reaction yield, written as a fraction of the theoretical maximum amount of product (1.0 means a 100% yield; for example, 0.34 means a 34% yield). (1) The reactants are [C:1]([C:5]1[CH:42]=[CH:41][C:8]([CH2:9][O:10][C:11]2[CH:16]=[CH:15][CH:14]=[CH:13][C:12]=2/[CH:17]=[CH:18]/[CH:19]([CH2:31][CH2:32]C2C=CC(C#N)=CC=2)[CH2:20][C:21]2[CH:30]=[CH:29][C:24]([C:25]([O:27]C)=[O:26])=[CH:23][CH:22]=2)=[CH:7][CH:6]=1)([CH3:4])([CH3:3])[CH3:2].[OH-:43].[K+].Cl. The catalyst is C(O)CC. The product is [C:1]([C:5]1[CH:6]=[CH:7][C:8]([CH2:9][O:10][C:11]2[CH:16]=[CH:15][CH:14]=[CH:13][C:12]=2/[CH:17]=[CH:18]/[CH:19]([CH2:20][C:21]2[CH:30]=[CH:29][C:24]([C:25]([OH:27])=[O:26])=[CH:23][CH:22]=2)[CH2:31][CH2:32][C:5]2[CH:42]=[CH:41][C:8]([C:9]([OH:10])=[O:43])=[CH:7][CH:6]=2)=[CH:41][CH:42]=1)([CH3:2])([CH3:3])[CH3:4]. The yield is 0.530. (2) The product is [Cl:1][C:2]1[CH:22]=[C:21]([Cl:23])[CH:20]=[CH:19][C:3]=1[CH2:4][N:5]1[C:9](/[CH:10]=[CH:11]/[C:12]([NH:32][S:29]([CH2:24][CH2:25][CH2:26][CH2:27][CH3:28])(=[O:31])=[O:30])=[O:14])=[CH:8][C:7]([O:15][CH:16]([CH3:18])[CH3:17])=[N:6]1. The catalyst is O1CCCC1. The yield is 0.320. The reactants are [Cl:1][C:2]1[CH:22]=[C:21]([Cl:23])[CH:20]=[CH:19][C:3]=1[CH2:4][N:5]1[C:9](/[CH:10]=[CH:11]/[C:12]([OH:14])=O)=[CH:8][C:7]([O:15][CH:16]([CH3:18])[CH3:17])=[N:6]1.[CH2:24]([S:29]([NH2:32])(=[O:31])=[O:30])[CH2:25][CH2:26][CH2:27][CH3:28].N12CCCN=C1CCCCC2.